This data is from Forward reaction prediction with 1.9M reactions from USPTO patents (1976-2016). The task is: Predict the product of the given reaction. (1) Given the reactants [F:1][C:2]1[CH:7]=[CH:6][C:5]([C:8]([C:13]2[CH:18]=[CH:17][C:16]([F:19])=[CH:15][CH:14]=2)([OH:12])[C:9]([OH:11])=O)=[CH:4][CH:3]=1.[NH2:20][CH2:21][CH2:22][CH2:23][N:24]1[CH2:29][CH2:28][CH:27]([C:30]2[C:31]([F:43])=[CH:32][C:33]([F:42])=[C:34]([NH:36][C:37](=[O:41])[CH:38]([CH3:40])[CH3:39])[CH:35]=2)[CH2:26][CH2:25]1, predict the reaction product. The product is: [F:19][C:16]1[CH:17]=[CH:18][C:13]([C:8]([C:5]2[CH:4]=[CH:3][C:2]([F:1])=[CH:7][CH:6]=2)([OH:12])[C:9]([NH:20][CH2:21][CH2:22][CH2:23][N:24]2[CH2:25][CH2:26][CH:27]([C:30]3[C:31]([F:43])=[CH:32][C:33]([F:42])=[C:34]([NH:36][C:37](=[O:41])[CH:38]([CH3:40])[CH3:39])[CH:35]=3)[CH2:28][CH2:29]2)=[O:11])=[CH:14][CH:15]=1. (2) Given the reactants [Cl:1][C:2]1[CH:7]=[CH:6][CH:5]=[C:4]([CH2:8][C:9]2[N:14]=[C:13]([O:15]C)[CH:12]=[C:11]([O:17][CH3:18])[N:10]=2)[C:3]=1[NH:19][S:20]([CH:23]([F:25])[F:24])(=[O:22])=[O:21].Br, predict the reaction product. The product is: [Cl:1][C:2]1[CH:7]=[CH:6][CH:5]=[C:4]([CH2:8][C:9]2[N:14]=[C:13]([OH:15])[CH:12]=[C:11]([O:17][CH3:18])[N:10]=2)[C:3]=1[NH:19][S:20]([CH:23]([F:25])[F:24])(=[O:22])=[O:21]. (3) Given the reactants O.[OH-].[Li+].[CH3:4][C:5]1[CH:10]=[C:9]([CH3:11])[CH:8]=[C:7]([CH3:12])[C:6]=1[NH:13][C:14]([NH:16][C:17]1[C:18]([C:27]([NH:29][C@H:30]([C:34]([O:36]C)=[O:35])[CH2:31][CH2:32][CH3:33])=[O:28])=[CH:19][C:20]2[C:25]([CH:26]=1)=[CH:24][CH:23]=[CH:22][CH:21]=2)=[O:15].O.Cl, predict the reaction product. The product is: [CH3:12][C:7]1[CH:8]=[C:9]([CH3:11])[CH:10]=[C:5]([CH3:4])[C:6]=1[NH:13][C:14]([NH:16][C:17]1[C:18]([C:27]([NH:29][C@H:30]([C:34]([OH:36])=[O:35])[CH2:31][CH2:32][CH3:33])=[O:28])=[CH:19][C:20]2[C:25]([CH:26]=1)=[CH:24][CH:23]=[CH:22][CH:21]=2)=[O:15]. (4) Given the reactants C([SiH2][O:6][C:7](C1C=CC=CC=1)(C1C=CC=CC=1)[C:8]1[CH:9]=[C:10]([C:14]#[N:15])[O:11][C:12]=1[CH3:13])(C)(C)C.[F-].C([N+](CCCC)(CCCC)CCCC)CCC, predict the reaction product. The product is: [OH:6][CH2:7][C:8]1[CH:9]=[C:10]([C:14]#[N:15])[O:11][C:12]=1[CH3:13]. (5) Given the reactants C(OC([N:8]1[C:17]2[C:12](=[CH:13][CH:14]=[C:15]([CH2:18][CH2:19][O:20][C:21]3[CH:22]=[CH:23][C:24]4[C:28]([CH2:29][CH2:30][C:31]([OH:33])=[O:32])=[CH:27][S:26][C:25]=4[CH:34]=3)[N:16]=2)[CH2:11][CH2:10][CH2:9]1)=O)(C)(C)C, predict the reaction product. The product is: [N:16]1[C:17]2[NH:8][CH2:9][CH2:10][CH2:11][C:12]=2[CH:13]=[CH:14][C:15]=1[CH2:18][CH2:19][O:20][C:21]1[CH:22]=[CH:23][C:24]2[C:28]([CH2:29][CH2:30][C:31]([OH:33])=[O:32])=[CH:27][S:26][C:25]=2[CH:34]=1. (6) Given the reactants [Br:1][C:2]1[CH:3]=[N:4][CH:5]=[C:6]([CH:10]=1)[C:7]([OH:9])=[O:8].CCN=C=N[CH2:16][CH2:17][CH2:18]N(C)C.Cl.[CH:23](Cl)(Cl)Cl, predict the reaction product. The product is: [C:17]([O:8][C:7](=[O:9])[C:6]1[CH:10]=[C:2]([Br:1])[CH:3]=[N:4][CH:5]=1)([CH3:18])([CH3:23])[CH3:16].